From a dataset of Full USPTO retrosynthesis dataset with 1.9M reactions from patents (1976-2016). Predict the reactants needed to synthesize the given product. Given the product [NH2:27][CH:12]([C:10]1[C:9]([N:15]2[CH2:19][CH2:18][C@@H:17]([OH:20])[CH2:16]2)=[C:8]2[C:3]([CH:4]=[CH:5][CH:6]=[N:7]2)=[C:2]([Cl:1])[CH:11]=1)[CH3:13], predict the reactants needed to synthesize it. The reactants are: [Cl:1][C:2]1[CH:11]=[C:10]([C:12](=O)[CH3:13])[C:9]([N:15]2[CH2:19][CH2:18][C@@H:17]([OH:20])[CH2:16]2)=[C:8]2[C:3]=1[CH:4]=[CH:5][CH:6]=[N:7]2.C([O-])(=O)C.[NH4+].C([BH3-])#[N:27].[Na+].